Dataset: Full USPTO retrosynthesis dataset with 1.9M reactions from patents (1976-2016). Task: Predict the reactants needed to synthesize the given product. Given the product [Cl:20][C:17]1[CH:18]=[C:19]2[C:14](=[CH:15][CH:16]=1)[N:13]([C:21]1[N:26]=[C:25]([N:27]3[C:35]4[C:30](=[CH:31][CH:32]=[CH:33][CH:34]=4)[CH2:29][CH2:28]3)[N:24]=[C:23]([N:36]3[CH2:37][CH2:38][CH2:39][CH2:40][CH2:41]3)[N:22]=1)[CH:12]=[C:11]2[C:9](=[O:10])[CH2:8][CH2:7][C:6]([OH:42])=[O:5], predict the reactants needed to synthesize it. The reactants are: C[Si](C)(C)CC[O:5][C:6](=[O:42])[CH2:7][CH2:8][C:9]([C:11]1[C:19]2[C:14](=[CH:15][CH:16]=[C:17]([Cl:20])[CH:18]=2)[N:13]([C:21]2[N:26]=[C:25]([N:27]3[C:35]4[C:30](=[CH:31][CH:32]=[CH:33][CH:34]=4)[CH2:29][CH2:28]3)[N:24]=[C:23]([N:36]3[CH2:41][CH2:40][CH2:39][CH2:38][CH2:37]3)[N:22]=2)[CH:12]=1)=[O:10].FC(F)(F)C(O)=O.